Dataset: Full USPTO retrosynthesis dataset with 1.9M reactions from patents (1976-2016). Task: Predict the reactants needed to synthesize the given product. (1) Given the product [Br:1][C:2]1[C:10]2[C:9]([O:18][C@H:19]([CH2:25][C:26]3[CH:31]=[CH:30][CH:29]=[CH:28][C:27]=3[O:32][CH2:33][C@@H:34]3[CH2:38][CH2:37][CH2:36][O:35]3)[C:20]([O:22][CH2:23][CH3:24])=[O:21])=[N:8][CH:7]=[N:6][C:5]=2[S:4][C:3]=1[C:12]1[O:13][C:14]([Cl:17])=[CH:15][CH:16]=1, predict the reactants needed to synthesize it. The reactants are: [Br:1][C:2]1[C:10]2[C:9](Cl)=[N:8][CH:7]=[N:6][C:5]=2[S:4][C:3]=1[C:12]1[O:13][C:14]([Cl:17])=[CH:15][CH:16]=1.[OH:18][C@H:19]([CH2:25][C:26]1[CH:31]=[CH:30][CH:29]=[CH:28][C:27]=1[O:32][CH2:33][C@@H:34]1[CH2:38][CH2:37][CH2:36][O:35]1)[C:20]([O:22][CH2:23][CH3:24])=[O:21].C([O-])([O-])=O.[Cs+].[Cs+].Cl. (2) Given the product [Cl:1][C:2]1[CH:10]=[C:9]([F:11])[C:5]([C:6]([NH:8][CH3:40])=[O:7])=[C:4]([NH:12][C:13]2[N:18]=[C:17]([NH:19][C:20]3[CH:28]=[C:27]4[C:23]([CH2:24][CH2:25][N:26]4[C:29](=[O:34])[CH2:30][N:31]([CH3:32])[CH3:33])=[CH:22][C:21]=3[O:35][CH3:36])[NH:16][C:15]3=[N:37][CH:38]=[CH:39][C:14]=23)[CH:3]=1, predict the reactants needed to synthesize it. The reactants are: [Cl:1][C:2]1[CH:10]=[C:9]([F:11])[C:5]([C:6]([NH2:8])=[O:7])=[C:4]([NH:12][C:13]2[N:18]=[C:17]([NH:19][C:20]3[CH:28]=[C:27]4[C:23]([CH2:24][CH2:25][N:26]4[C:29](=[O:34])[CH2:30][N:31]([CH3:33])[CH3:32])=[CH:22][C:21]=3[O:35][CH3:36])[NH:16][C:15]3=[N:37][CH:38]=[CH:39][C:14]=23)[CH:3]=1.[CH3:40]N. (3) Given the product [Cl:11][C:12]1[CH:17]=[CH:16][C:15]([NH:8][CH:6]2[CH2:7][C:4]3([CH2:3][S:2](=[O:10])(=[O:9])[CH2:1]3)[CH2:5]2)=[C:14]([N+:19]([O-:21])=[O:20])[CH:13]=1, predict the reactants needed to synthesize it. The reactants are: [CH2:1]1[C:4]2([CH2:7][CH:6]([NH2:8])[CH2:5]2)[CH2:3][S:2]1(=[O:10])=[O:9].[Cl:11][C:12]1[CH:17]=[CH:16][C:15](F)=[C:14]([N+:19]([O-:21])=[O:20])[CH:13]=1.C(=O)([O-])[O-].[K+].[K+].C(N(CC)CC)C. (4) The reactants are: [Cl:1][C:2]1[CH:7]=[CH:6][N:5]=[C:4]([CH2:8]O)[C:3]=1[O:10][CH3:11].CN(C=O)C.S(Cl)([Cl:19])=O. Given the product [Cl-:1].[Cl:1][C:2]1[CH:7]=[CH:6][NH+:5]=[C:4]([CH2:8][Cl:19])[C:3]=1[O:10][CH3:11], predict the reactants needed to synthesize it. (5) Given the product [NH2:24][C@@H:25]1[CH2:30][CH2:29][CH2:28][N:27]([C:9]2[CH:10]=[C:5]([CH2:1][CH2:2][CH2:3][CH3:4])[N:6]=[C:7]([NH:12][C:13]3[CH:14]=[CH:15][C:16]([F:21])=[C:17]([CH:20]=3)[C:18]#[N:19])[N:8]=2)[CH2:26]1, predict the reactants needed to synthesize it. The reactants are: [CH2:1]([C:5]1[CH:10]=[C:9](Cl)[N:8]=[C:7]([NH:12][C:13]2[CH:14]=[CH:15][C:16]([F:21])=[C:17]([CH:20]=2)[C:18]#[N:19])[N:6]=1)[CH2:2][CH2:3][CH3:4].Cl.Cl.[NH2:24][C@@H:25]1[CH2:30][CH2:29][CH2:28][NH:27][CH2:26]1. (6) The reactants are: O=[C:2]([CH:6]1[CH2:11][CH2:10][O:9][CH2:8][CH2:7]1)[CH2:3][C:4]#[N:5].C(C1C=C(N)[O:17][N:16]=1)(C)C. Given the product [O:9]1[CH2:10][CH2:11][CH:6]([C:2]2[CH:3]=[C:4]([NH2:5])[O:17][N:16]=2)[CH2:7][CH2:8]1, predict the reactants needed to synthesize it. (7) Given the product [F:1][C:2]1[CH:11]=[C:10]([NH:12][S:13]([C:16]2[CH:21]=[CH:20][C:19]([CH2:22][NH:25][CH3:24])=[CH:18][CH:17]=2)(=[O:15])=[O:14])[CH:9]=[CH:8][C:3]=1[C:4]([O:6][CH3:7])=[O:5], predict the reactants needed to synthesize it. The reactants are: [F:1][C:2]1[CH:11]=[C:10]([NH:12][S:13]([C:16]2[CH:21]=[CH:20][C:19]([CH2:22]O)=[CH:18][CH:17]=2)(=[O:15])=[O:14])[CH:9]=[CH:8][C:3]=1[C:4]([O:6][CH3:7])=[O:5].[C:24]([BH3-])#[N:25].[Na+]. (8) Given the product [NH2:23][C:22]1[C:21]([S:1][C:2]2[NH:3][C:4]3[C:9]([N:10]=2)=[C:8]([NH2:11])[N:7]=[CH:6][N:5]=3)=[CH:20][C:19]2[CH2:18][CH2:17][O:38][C:37]=2[CH:27]=1, predict the reactants needed to synthesize it. The reactants are: [SH:1][C:2]1[NH:10][C:9]2[C:4](=[N:5][CH:6]=[N:7][C:8]=2[NH2:11])[N:3]=1.[CH3:27][C:22]1[CH:21]=[CH:20][C:19]2[CH:17]=[CH:18][C:19]3[CH:20]=[CH:21][C:22]([CH3:27])=[N:23][C:17]=3[C:18]=2[N:23]=1.CC(C)([O-])C.[Na+].CN([CH:37]=[O:38])C. (9) Given the product [N:18]1([C:2]2[CH:3]=[C:4]([C:13]([O:16][CH3:17])=[CH:14][CH:15]=2)[CH2:5][CH:6]2[CH2:10][O:9][C:8]([CH3:12])([CH3:11])[O:7]2)[CH2:23][CH2:22][CH2:21][CH2:20][CH2:19]1, predict the reactants needed to synthesize it. The reactants are: Br[C:2]1[CH:3]=[C:4]([C:13]([O:16][CH3:17])=[CH:14][CH:15]=1)[CH2:5][CH:6]1[CH2:10][O:9][C:8]([CH3:12])([CH3:11])[O:7]1.[NH:18]1[CH2:23][CH2:22][CH2:21][CH2:20][CH2:19]1.CC(C)([O-])C.[Na+].O.